This data is from Full USPTO retrosynthesis dataset with 1.9M reactions from patents (1976-2016). The task is: Predict the reactants needed to synthesize the given product. (1) Given the product [CH:1]1([C:7]2[CH:8]=[CH:9][C:10]([NH:13][C:27](=[O:28])[C@@H:26]([NH:30][C:49]([NH:48][C:51]3[CH:56]=[CH:55][C:54]([C:57]4[CH:58]=[CH:59][CH:60]=[CH:61][CH:62]=4)=[CH:53][CH:52]=3)=[O:50])[CH2:25][CH2:24][CH2:23][CH2:22][NH2:21])=[CH:11][CH:12]=2)[CH2:2][CH2:3][CH2:4][CH2:5][CH2:6]1, predict the reactants needed to synthesize it. The reactants are: [CH:1]1([C:7]2[CH:12]=[CH:11][C:10]([NH2:13])=[CH:9][CH:8]=2)[CH2:6][CH2:5][CH2:4][CH2:3][CH2:2]1.C(OC([NH:21][CH2:22][CH2:23][CH2:24][CH2:25][C@H:26]([NH:30]C(OCC1C2C=CC=CC=2C2C1=CC=CC=2)=O)[C:27](O)=[O:28])=O)(C)(C)C.[N:48]([C:51]1[CH:56]=[CH:55][C:54]([C:57]2[CH:62]=[CH:61][CH:60]=[CH:59][CH:58]=2)=[CH:53][CH:52]=1)=[C:49]=[O:50]. (2) Given the product [O:58]1[CH2:63][CH2:62][CH:61]([O:57][C:55](=[O:56])[NH:3][CH:4]2[C:22](=[O:23])[N:21]3[CH:17]([CH2:18][CH:19]([O:24][C:25]4[C:34]5[C:29](=[CH:30][CH:31]=[CH:32][CH:33]=5)[CH:28]=[CH:27][N:26]=4)[CH2:20]3)[C:16](=[O:35])[NH:15][C:14]3([C:36]([NH:38][S:39]([CH:42]4[CH2:43][CH2:44]4)(=[O:40])=[O:41])=[O:37])[CH:12]([CH2:13]3)[CH:11]=[CH:10][CH2:9][CH2:8][CH2:7][CH2:6][CH2:5]2)[CH2:60][CH2:59]1, predict the reactants needed to synthesize it. The reactants are: Cl.Cl.[NH2:3][CH:4]1[C:22](=[O:23])[N:21]2[CH:17]([CH2:18][CH:19]([O:24][C:25]3[C:34]4[C:29](=[CH:30][CH:31]=[CH:32][CH:33]=4)[CH:28]=[CH:27][N:26]=3)[CH2:20]2)[C:16](=[O:35])[NH:15][C:14]2([C:36]([NH:38][S:39]([CH:42]3[CH2:44][CH2:43]3)(=[O:41])=[O:40])=[O:37])[CH:12]([CH2:13]2)[CH:11]=[CH:10][CH2:9][CH2:8][CH2:7][CH2:6][CH2:5]1.CCN(C(C)C)C(C)C.Cl[C:55]([OH:57])=[O:56].[O:58]1[CH2:63][CH2:62][CH2:61][CH2:60][CH2:59]1. (3) Given the product [C:8]([C:5]1[N:6]=[CH:7][C:2]([N:13]2[CH2:12][CH2:11][N:10]([C:16]([O:18][C:19]([CH3:22])([CH3:21])[CH3:20])=[O:17])[CH2:15][CH2:14]2)=[CH:3][CH:4]=1)#[N:9], predict the reactants needed to synthesize it. The reactants are: Br[C:2]1[CH:3]=[CH:4][C:5]([C:8]#[N:9])=[N:6][CH:7]=1.[N:10]1([C:16]([O:18][C:19]([CH3:22])([CH3:21])[CH3:20])=[O:17])[CH2:15][CH2:14][NH:13][CH2:12][CH2:11]1.C(=O)([O-])[O-].[K+].[K+].C(OCC)(=O)C. (4) The reactants are: [OH:1][C:2]1[C:7]([C:8](=O)[CH:9]=[CH:10][CH:11]2[CH:16]=[CH:15][C:14]([CH3:17])=[CH:13][CH2:12]2)=[C:6]([O:19][CH2:20]C(OC)=O)[CH:5]=[CH:4][CH:3]=1.C[O-].[Na+].Cl. Given the product [OH:1][C:2]1[C:7]2[C:8]([CH2:9][CH2:10][C:11]3[CH:12]=[CH:13][C:14]([CH3:17])=[CH:15][CH:16]=3)=[CH:20][O:19][C:6]=2[CH:5]=[CH:4][CH:3]=1, predict the reactants needed to synthesize it. (5) The reactants are: Br[C:2]1[CH2:6][CH:5]([C:7]([NH2:9])=[O:8])[O:4][N:3]=1.[F:10][C:11]([F:26])([F:25])[O:12][C:13]1[CH:14]=[C:15]([N:19]2[CH2:24][CH2:23][NH:22][CH2:21][CH2:20]2)[CH:16]=[CH:17][CH:18]=1.CCN(C(C)C)C(C)C.Cl. Given the product [F:26][C:11]([F:10])([F:25])[O:12][C:13]1[CH:14]=[C:15]([N:19]2[CH2:20][CH2:21][N:22]([C:2]3[CH2:6][CH:5]([C:7]([NH2:9])=[O:8])[O:4][N:3]=3)[CH2:23][CH2:24]2)[CH:16]=[CH:17][CH:18]=1, predict the reactants needed to synthesize it. (6) Given the product [CH3:9][O:8][C:6](=[O:7])[C:5]1[CH:10]=[CH:11][CH:2]=[N:3][C:4]=1[C:16]1[S:12][C:13]2[CH:23]=[CH:22][CH:21]=[CH:20][C:14]=2[CH:15]=1, predict the reactants needed to synthesize it. The reactants are: Cl[C:2]1[CH:11]=[CH:10][C:5]([C:6]([O:8][CH3:9])=[O:7])=[CH:4][N:3]=1.[S:12]1[C:16](B(O)O)=[CH:15][C:14]2[CH:20]=[CH:21][CH:22]=[CH:23][C:13]1=2.C(=O)([O-])[O-].[Na+].[Na+].